Dataset: Full USPTO retrosynthesis dataset with 1.9M reactions from patents (1976-2016). Task: Predict the reactants needed to synthesize the given product. (1) Given the product [CH:21]([NH:28][C:9]([CH2:8][NH:7][C:6](=[O:12])[C:5]1[CH:4]=[CH:3][C:2]([F:1])=[CH:14][CH:13]=1)=[O:11])([C:22]1[CH:23]=[CH:24][CH:25]=[CH:26][CH:27]=1)[C:15]1[CH:20]=[CH:19][CH:18]=[CH:17][CH:16]=1, predict the reactants needed to synthesize it. The reactants are: [F:1][C:2]1[CH:14]=[CH:13][C:5]([C:6](=[O:12])[NH:7][CH2:8][C:9]([OH:11])=O)=[CH:4][CH:3]=1.[C:15]1([CH:21]([NH2:28])[C:22]2[CH:27]=[CH:26][CH:25]=[CH:24][CH:23]=2)[CH:20]=[CH:19][CH:18]=[CH:17][CH:16]=1. (2) Given the product [CH2:17]([O:16][C:13]1[CH:14]=[CH:15][C:10]([C:9]2[O:22][N:6]=[C:7]([C:23]3[CH:24]=[CH:25][C:26]([C:29]([O:31][CH3:32])=[O:30])=[CH:27][CH:28]=3)[CH:8]=2)=[CH:11][CH:12]=1)[CH2:18][CH2:19][CH2:20][CH3:21], predict the reactants needed to synthesize it. The reactants are: CN(C)C=O.[NH2:6][C:7]([C:23]1[CH:28]=[CH:27][C:26]([C:29]([O:31][CH3:32])=[O:30])=[CH:25][CH:24]=1)=[CH:8][C:9](=[O:22])[C:10]1[CH:15]=[CH:14][C:13]([O:16][CH2:17][CH2:18][CH2:19][CH2:20][CH3:21])=[CH:12][CH:11]=1.Cl.NO. (3) Given the product [Cl:1][CH2:2][C:3]([NH:17][CH2:15][CH3:16])=[CH:4][CH2:12][C:11]([O:14][CH2:18][CH3:19])=[O:13], predict the reactants needed to synthesize it. The reactants are: [Cl:1][CH2:2][C:3](=O)[CH2:4]C(OCC)=O.[C:11]([OH:14])(=[O:13])[CH3:12].[CH2:15]([NH2:17])[CH3:16].[C:18]1(C)C=CC=C[CH:19]=1. (4) Given the product [F:21][C:2]([F:1])([F:20])[C:3]1[C:11]2[CH2:10][CH2:9][CH2:8][CH2:7][C:6]=2[N:5]([CH:12]([CH2:18][CH3:19])[C:13]([OH:15])=[O:14])[N:4]=1, predict the reactants needed to synthesize it. The reactants are: [F:1][C:2]([F:21])([F:20])[C:3]1[C:11]2[CH2:10][CH2:9][CH2:8][CH2:7][C:6]=2[N:5]([CH:12]([CH2:18][CH3:19])[C:13]([O:15]CC)=[O:14])[N:4]=1.FC(F)(F)C1C=C2C(=CC=1)NC=C2CC(OC)=O. (5) Given the product [N:24]1[CH:29]=[CH:28][CH:27]=[C:26]([C:2]2[CH:3]=[C:4]([C:20]([F:23])([F:22])[F:21])[C:5]3[CH:6]=[CH:7][C:8]4[N:9]([CH:12]=[C:13]([C:15]5[O:16][CH:17]=[N:18][N:19]=5)[N:14]=4)[C:10]=3[N:11]=2)[CH:25]=1, predict the reactants needed to synthesize it. The reactants are: Cl[C:2]1[CH:3]=[C:4]([C:20]([F:23])([F:22])[F:21])[C:5]2[CH:6]=[CH:7][C:8]3[N:9]([CH:12]=[C:13]([C:15]4[O:16][CH:17]=[N:18][N:19]=4)[N:14]=3)[C:10]=2[N:11]=1.[N:24]1[CH:29]=[CH:28][CH:27]=[C:26](B(O)O)[CH:25]=1.C(=O)([O-])[O-].[Na+].[Na+].C1(P(C2CCCCC2)C2CCCCC2)CCCCC1. (6) Given the product [Br:1][C:2]1[CH:11]=[C:10]2[C:5]([CH:6]=[C:7]([CH3:27])[C:8]([C:20](=[O:26])[C:21]([O:23][CH2:24][CH3:25])=[O:22])=[C:9]2[O:12][S:13]([C:16]([F:19])([F:17])[F:18])(=[O:14])=[O:15])=[CH:4][CH:3]=1, predict the reactants needed to synthesize it. The reactants are: [Br:1][C:2]1[CH:11]=[C:10]2[C:5]([CH:6]=[C:7]([CH3:27])[C:8]([CH:20]([OH:26])[C:21]([O:23][CH2:24][CH3:25])=[O:22])=[C:9]2[O:12][S:13]([C:16]([F:19])([F:18])[F:17])(=[O:15])=[O:14])=[CH:4][CH:3]=1.CC(OI1(OC(C)=O)(OC(C)=O)OC(=O)C2C=CC=CC1=2)=O.[O-]S(S([O-])=O)=O.[Na+].[Na+].O. (7) Given the product [C:32]([O:16][C:15]1[C:14](=[O:17])[N:13]2[CH2:18][CH2:19][N:20]([CH2:24][C:25]3[NH:29][N:28]=[N:27][N:26]=3)[C:21]([CH3:23])([CH3:22])[C:12]2=[N:11][C:10]=1[C:8]([NH:7][CH2:6][C:5]1[CH:4]=[CH:3][C:2]([F:1])=[CH:31][CH:30]=1)=[O:9])(=[O:39])[C:33]1[CH:38]=[CH:37][CH:36]=[CH:35][CH:34]=1, predict the reactants needed to synthesize it. The reactants are: [F:1][C:2]1[CH:31]=[CH:30][C:5]([CH2:6][NH:7][C:8]([C:10]2[N:11]=[C:12]3[C:21]([CH3:23])([CH3:22])[N:20]([CH2:24][C:25]4[N:26]=[N:27][NH:28][N:29]=4)[CH2:19][CH2:18][N:13]3[C:14](=[O:17])[C:15]=2[OH:16])=[O:9])=[CH:4][CH:3]=1.[C:32](O[C:32](=[O:39])[C:33]1[CH:38]=[CH:37][CH:36]=[CH:35][CH:34]=1)(=[O:39])[C:33]1[CH:38]=[CH:37][CH:36]=[CH:35][CH:34]=1.C(N(CC)CC)C.C(N(C1C=CC=CN=1)CC)C.